This data is from Catalyst prediction with 721,799 reactions and 888 catalyst types from USPTO. The task is: Predict which catalyst facilitates the given reaction. (1) Reactant: [CH3:1][S:2](Cl)(=[O:4])=[O:3].[C:6]([O:10][C:11]([N:13]1[C:17]2[CH:18]=[N:19][C:20]([C:22]#[N:23])=[CH:21][C:16]=2[C:15]2[CH:24]=[C:25]([C:28]3[CH:33]=[CH:32][C:31]([CH2:34][OH:35])=[CH:30][CH:29]=3)[CH:26]=[N:27][C:14]1=2)=[O:12])([CH3:9])([CH3:8])[CH3:7].C(N(CC)CC)C. Product: [C:6]([O:10][C:11]([N:13]1[C:17]2[CH:18]=[N:19][C:20]([C:22]#[N:23])=[CH:21][C:16]=2[C:15]2[CH:24]=[C:25]([C:28]3[CH:29]=[CH:30][C:31]([CH2:34][O:35][S:2]([CH3:1])(=[O:4])=[O:3])=[CH:32][CH:33]=3)[CH:26]=[N:27][C:14]1=2)=[O:12])([CH3:9])([CH3:7])[CH3:8]. The catalyst class is: 2. (2) Reactant: [CH2:1]([CH:7]([CH2:17][CH2:18][CH2:19][CH2:20][CH2:21][CH2:22][CH2:23][CH3:24])[CH2:8][C:9]1[S:13][C:12]([C:14](O)=[O:15])=[CH:11][CH:10]=1)[CH2:2][CH2:3][CH2:4][CH2:5][CH3:6].C(Cl)(=O)C([Cl:28])=O. Product: [CH2:1]([CH:7]([CH2:17][CH2:18][CH2:19][CH2:20][CH2:21][CH2:22][CH2:23][CH3:24])[CH2:8][C:9]1[S:13][C:12]([C:14]([Cl:28])=[O:15])=[CH:11][CH:10]=1)[CH2:2][CH2:3][CH2:4][CH2:5][CH3:6]. The catalyst class is: 2.